Dataset: Catalyst prediction with 721,799 reactions and 888 catalyst types from USPTO. Task: Predict which catalyst facilitates the given reaction. (1) Reactant: [Cl:1][C:2]1[CH:3]=[C:4]([C:9]2([C:26]([F:29])([F:28])[F:27])[CH2:13][C:12]([C:14]3[C:23]4[C:18](=[CH:19][CH:20]=[CH:21][CH:22]=4)[C:17]([CH2:24][NH2:25])=[CH:16][CH:15]=3)=[N:11][CH2:10]2)[CH:5]=[C:6]([Cl:8])[CH:7]=1.[C:30](OC(=O)C)(=[O:32])[CH3:31]. Product: [Cl:1][C:2]1[CH:3]=[C:4]([C:9]2([C:26]([F:28])([F:29])[F:27])[CH2:13][C:12]([C:14]3[C:23]4[C:18](=[CH:19][CH:20]=[CH:21][CH:22]=4)[C:17]([CH2:24][NH:25][C:30](=[O:32])[CH3:31])=[CH:16][CH:15]=3)=[N:11][CH2:10]2)[CH:5]=[C:6]([Cl:8])[CH:7]=1. The catalyst class is: 1. (2) Reactant: [Cl:1][C:2]1[CH:9]=[CH:8][C:5]([CH:6]=[O:7])=[CH:4][CH:3]=1.[C:10](O)(C(F)(F)F)=O.[CH2:17]([OH:21])[CH2:18][CH:19]=C. Product: [Cl:1][C:2]1[CH:9]=[CH:8][C:5]([CH:6]2[CH2:10][CH:17]([OH:21])[CH2:18][CH2:19][O:7]2)=[CH:4][CH:3]=1. The catalyst class is: 2.